Dataset: Full USPTO retrosynthesis dataset with 1.9M reactions from patents (1976-2016). Task: Predict the reactants needed to synthesize the given product. (1) Given the product [Br:13][C:4]1[CH:5]=[C:6]([F:12])[C:7]([N+:9]([O-:11])=[O:10])=[CH:8][C:3]=1[OH:2], predict the reactants needed to synthesize it. The reactants are: C(=O)(OC)[O:2][C:3]1[CH:8]=[C:7]([N+:9]([O-:11])=[O:10])[C:6]([F:12])=[CH:5][C:4]=1[Br:13].[OH-].[K+].Cl. (2) Given the product [Br:1][C:2]1[CH:11]=[CH:10][CH:9]=[C:8]2[C:3]=1[CH2:4][CH2:5][N:6]([C:26](=[O:27])[CH2:25][NH:24][C:17]([O:19][C:20]([CH3:22])([CH3:21])[CH3:23])=[O:18])[CH:7]2[CH2:12][C:13]([O:15][CH3:16])=[O:14], predict the reactants needed to synthesize it. The reactants are: [Br:1][C:2]1[CH:11]=[CH:10][CH:9]=[C:8]2[C:3]=1[CH2:4][CH2:5][NH:6][CH:7]2[CH2:12][C:13]([O:15][CH3:16])=[O:14].[C:17]([NH:24][CH2:25][C:26](O)=[O:27])([O:19][C:20]([CH3:23])([CH3:22])[CH3:21])=[O:18].C(N(CC)CC)C.Cl. (3) Given the product [CH2:13]([C:17]1[N:18]=[C:19]([CH:48]2[CH2:49][CH2:50]2)[N:20]([C:39]2[CH:44]=[CH:43][C:42]([O:45][CH2:46][CH3:47])=[CH:41][CH:40]=2)[C:21](=[O:38])[C:22]=1[CH2:23][C:24]1[CH:25]=[CH:26][C:27]([C:30]2[CH:35]=[CH:34][CH:33]=[CH:32][C:31]=2[C:36]2[NH:3][C:4](=[O:7])[O:5][N:37]=2)=[CH:28][CH:29]=1)[CH2:14][CH2:15][CH3:16], predict the reactants needed to synthesize it. The reactants are: [Cl-].O[NH3+:3].[C:4](=[O:7])([O-])[OH:5].[Na+].CS(C)=O.[CH2:13]([C:17]1[N:18]=[C:19]([CH:48]2[CH2:50][CH2:49]2)[N:20]([C:39]2[CH:44]=[CH:43][C:42]([O:45][CH2:46][CH3:47])=[CH:41][CH:40]=2)[C:21](=[O:38])[C:22]=1[CH2:23][C:24]1[CH:29]=[CH:28][C:27]([C:30]2[C:31]([C:36]#[N:37])=[CH:32][CH:33]=[CH:34][CH:35]=2)=[CH:26][CH:25]=1)[CH2:14][CH2:15][CH3:16]. (4) Given the product [O:13]1[C:8]2[CH:9]=[CH:10][CH:11]=[CH:12][C:7]=2[NH:6][CH2:5][CH:2]1[C:3]#[N:4], predict the reactants needed to synthesize it. The reactants are: Cl[C:2](=[CH2:5])[C:3]#[N:4].[NH2:6][C:7]1[CH:12]=[CH:11][CH:10]=[CH:9][C:8]=1[OH:13].[Cl-].[K+]. (5) Given the product [F:1][C:2]([F:33])([F:32])[C:3]1[CH:8]=[CH:7][C:6]([C:9]2[CH2:10][CH2:11][N:12]([C:15]([O:17][CH2:18][C@:19]3([CH3:30])[O:31][C:22]4=[N:23][C:24]([N+:26]([O-:28])=[O:27])=[CH:25][N:21]4[CH2:20]3)=[O:16])[CH2:13][CH:14]=2)=[CH:5][CH:4]=1, predict the reactants needed to synthesize it. The reactants are: [F:1][C:2]([F:33])([F:32])[C:3]1[CH:8]=[CH:7][C:6]([C:9]2[CH2:10][CH2:11][N:12]([C:15]([O:17][CH2:18][C@@:19]([OH:31])([CH3:30])[CH2:20][N:21]3[CH:25]=[C:24]([N+:26]([O-:28])=[O:27])[N:23]=[C:22]3Cl)=[O:16])[CH2:13][CH:14]=2)=[CH:5][CH:4]=1.[H-].[Na+]. (6) Given the product [CH2:1]([O:3][C:4]([N:6]1[C:15]2[C:10](=[N:11][C:12]([O:16][CH3:17])=[CH:13][CH:14]=2)[C@@H:9]([NH:18][CH:19]([C:32]2[N:33]=[CH:34][C:35]([CH2:38][CH2:39][C:40]([OH:42])=[O:41])=[CH:36][N:37]=2)[C:20]2[CH:25]=[C:24]([C:26]([F:29])([F:27])[F:28])[CH:23]=[C:22]([C:30]#[N:31])[CH:21]=2)[CH2:8][C@H:7]1[CH2:50][CH3:51])=[O:5])[CH3:2], predict the reactants needed to synthesize it. The reactants are: [CH2:1]([O:3][C:4]([N:6]1[C:15]2[C:10](=[N:11][C:12]([O:16][CH3:17])=[CH:13][CH:14]=2)[C@@H:9]([NH:18][CH:19]([C:32]2[N:37]=[CH:36][C:35]([CH:38]=[CH:39][C:40]([O:42]CC3C=CC=CC=3)=[O:41])=[CH:34][N:33]=2)[C:20]2[CH:25]=[C:24]([C:26]([F:29])([F:28])[F:27])[CH:23]=[C:22]([C:30]#[N:31])[CH:21]=2)[CH2:8][C@H:7]1[CH2:50][CH3:51])=[O:5])[CH3:2]. (7) Given the product [CH3:1][O:2][C:3]([C:4]1[C:5]2[CH:17]=[CH:19][N:14]([OH:16])[C:6]=2[CH:7]=[C:8]([NH:10][C:11](=[O:13])[CH3:12])[CH:9]=1)=[O:18], predict the reactants needed to synthesize it. The reactants are: [CH3:1][O:2][C:3](=[O:18])[C:4]1[CH:9]=[C:8]([NH:10][C:11](=[O:13])[CH3:12])[CH:7]=[C:6]([N+:14]([O-:16])=O)[C:5]=1[CH3:17].[CH3:19]OC(OC)N(C)C. (8) Given the product [Br:1][C:2]1[CH:7]=[CH:6][C:5]([OH:8])=[C:4]([I:9])[CH:3]=1, predict the reactants needed to synthesize it. The reactants are: [Br:1][C:2]1[CH:7]=[CH:6][C:5]([OH:8])=[CH:4][CH:3]=1.[I:9]N1C(=O)CCC1=O.S(=O)(=O)(O)O.O. (9) The reactants are: [CH3:1][O:2][C:3]1[C:4]2[N:5]([N:15]=[CH:16][C:17]=2[CH:18]=O)[CH:6]=[C:7]([C:9]2[CH:10]=[N:11][N:12]([CH3:14])[CH:13]=2)[CH:8]=1.[Cl-].[C:21]([O:25][C:26]([N:28]1[CH2:36][CH2:35][C:31]2([CH2:34][NH2+:33][CH2:32]2)[CH2:30][CH2:29]1)=[O:27])([CH3:24])([CH3:23])[CH3:22].C(N(CC)CC)C.C(O[BH-](OC(=O)C)OC(=O)C)(=O)C.[Na+]. Given the product [CH3:1][O:2][C:3]1[C:4]2[N:5]([N:15]=[CH:16][C:17]=2[CH2:18][N:33]2[CH2:34][C:31]3([CH2:30][CH2:29][N:28]([C:26]([O:25][C:21]([CH3:24])([CH3:23])[CH3:22])=[O:27])[CH2:36][CH2:35]3)[CH2:32]2)[CH:6]=[C:7]([C:9]2[CH:10]=[N:11][N:12]([CH3:14])[CH:13]=2)[CH:8]=1, predict the reactants needed to synthesize it.